Dataset: Full USPTO retrosynthesis dataset with 1.9M reactions from patents (1976-2016). Task: Predict the reactants needed to synthesize the given product. (1) Given the product [CH3:16][N:17]([CH3:23])[C@H:18]([CH3:19])[C:20]([N:9]1[C:10]2[C:6](=[CH:5][C:4]([O:3][CH3:2])=[C:12]([N+:13]([O-:15])=[O:14])[CH:11]=2)[CH2:7][CH2:8]1)=[O:21], predict the reactants needed to synthesize it. The reactants are: Cl.[CH3:2][O:3][C:4]1[CH:5]=[C:6]2[C:10](=[CH:11][C:12]=1[N+:13]([O-:15])=[O:14])[NH:9][CH2:8][CH2:7]2.[CH3:16][N:17]([CH3:23])[C@@H:18]([C:20](O)=[O:21])[CH3:19].C1CN([P+](ON2N=NC3C=CC=CC2=3)(N2CCCC2)N2CCCC2)CC1.F[P-](F)(F)(F)(F)F.CCN(C(C)C)C(C)C. (2) Given the product [Cl:1][C:2]1[CH:7]=[C:6]([C:8]([Cl:14])=[O:10])[CH:5]=[CH:4][N:3]=1, predict the reactants needed to synthesize it. The reactants are: [Cl:1][C:2]1[CH:7]=[C:6]([C:8]([OH:10])=O)[CH:5]=[CH:4][N:3]=1.C(Cl)(=O)C([Cl:14])=O.